Dataset: Merck oncology drug combination screen with 23,052 pairs across 39 cell lines. Task: Regression. Given two drug SMILES strings and cell line genomic features, predict the synergy score measuring deviation from expected non-interaction effect. Drug 1: C=CCn1c(=O)c2cnc(Nc3ccc(N4CCN(C)CC4)cc3)nc2n1-c1cccc(C(C)(C)O)n1. Drug 2: Cc1nc(Nc2ncc(C(=O)Nc3c(C)cccc3Cl)s2)cc(N2CCN(CCO)CC2)n1. Cell line: SW620. Synergy scores: synergy=63.9.